This data is from Full USPTO retrosynthesis dataset with 1.9M reactions from patents (1976-2016). The task is: Predict the reactants needed to synthesize the given product. (1) Given the product [C:6]([C:7]1[N:11]2[CH:12]=[CH:13][N:14]=[CH:15][C:10]2=[N:9][CH:8]=1)#[CH:5], predict the reactants needed to synthesize it. The reactants are: C[Si]([C:5]#[C:6][C:7]1[N:11]2[CH:12]=[CH:13][N:14]=[CH:15][C:10]2=[N:9][CH:8]=1)(C)C.C(OCC)(=O)C.C(=O)([O-])[O-].[K+].[K+]. (2) Given the product [NH2:1][C:4]1[CH:5]=[C:6]([CH:14]2[CH2:15][CH2:16][N:17]([C:20]([O:22][C:23]([CH3:26])([CH3:25])[CH3:24])=[O:21])[CH2:18][CH2:19]2)[CH:7]=[C:8]([C:10]([F:12])([F:13])[F:11])[CH:9]=1, predict the reactants needed to synthesize it. The reactants are: [N+:1]([C:4]1[CH:5]=[C:6]([C:14]2[CH2:19][CH2:18][N:17]([C:20]([O:22][C:23]([CH3:26])([CH3:25])[CH3:24])=[O:21])[CH2:16][CH:15]=2)[CH:7]=[C:8]([C:10]([F:13])([F:12])[F:11])[CH:9]=1)([O-])=O. (3) Given the product [Br:1][C:2]1[C:3]([Cl:18])=[C:4]([C:5]2[N:7]([CH2:8][C:9]3[CH:10]=[N:11][CH:12]=[CH:13][CH:14]=3)[N:54]=[N:53][N:52]=2)[CH:15]=[CH:16][CH:17]=1, predict the reactants needed to synthesize it. The reactants are: [Br:1][C:2]1[C:3]([Cl:18])=[C:4]([CH:15]=[CH:16][CH:17]=1)[C:5]([NH:7][CH2:8][C:9]1[CH:10]=[N:11][CH:12]=[CH:13][CH:14]=1)=O.C1(P(C2C=CC=CC=2)C2C=CC=CC=2)C=CC=CC=1.CC(OC(/N=N/C(OC(C)C)=O)=O)C.[N:52]([Si](C)(C)C)=[N+:53]=[N-:54]. (4) Given the product [CH2:10]([C:15]1[CH:17]=[C:7]([C:5]2[S:6][C:2]([CH:24]=[O:27])=[CH:3][CH:4]=2)[C:12]([CH3:11])=[N:13][C:14]=1[O:33][CH3:32])[CH3:23], predict the reactants needed to synthesize it. The reactants are: Br[C:2]1[S:6][C:5]([CH:7]=O)=[CH:4][CH:3]=1.C[C:10]1([CH3:23])[C:15]([CH3:17])(C)[CH:14]=[N:13][C:12](B2OCCO2)=[CH:11]1.[C:24](=[O:27])([O-])[O-].[K+].[K+].CN(C)[CH:32]=[O:33]. (5) Given the product [C:32]([O:31][C:29]([NH:2][CH:3]([C@H:9]([CH2:17][O:18][CH3:19])[CH2:10][CH:11]([CH3:16])[CH2:12][CH2:13][CH:14]=[CH2:15])[C:4]([O:6][CH2:7][CH3:8])=[O:5])=[O:30])([CH3:35])([CH3:34])[CH3:33], predict the reactants needed to synthesize it. The reactants are: Cl.[NH2:2][CH:3]([C@H:9]([CH2:17][O:18][CH3:19])[CH2:10][CH:11]([CH3:16])[CH2:12][CH2:13][CH:14]=[CH2:15])[C:4]([O:6][CH2:7][CH3:8])=[O:5].C(N(CC)C(C)C)(C)C.[C:29](O[C:29]([O:31][C:32]([CH3:35])([CH3:34])[CH3:33])=[O:30])([O:31][C:32]([CH3:35])([CH3:34])[CH3:33])=[O:30]. (6) The reactants are: [CH3:1][O:2][C:3]1([C:7]2[CH:15]=[CH:14][CH:13]=[C:12]3[C:8]=2[CH2:9][CH2:10][C@@H:11]3[OH:16])[CH2:6][CH2:5][CH2:4]1.[CH3:17][O:18][C:19](=[O:31])[CH2:20][C@H:21]1[C:25]2[CH:26]=[CH:27][C:28](O)=[CH:29][C:24]=2[O:23][CH2:22]1. Given the product [CH3:17][O:18][C:19](=[O:31])[CH2:20][C@H:21]1[C:25]2[CH:26]=[CH:27][C:28]([O:16][C@H:11]3[C:12]4[C:8](=[C:7]([C:3]5([O:2][CH3:1])[CH2:4][CH2:5][CH2:6]5)[CH:15]=[CH:14][CH:13]=4)[CH2:9][CH2:10]3)=[CH:29][C:24]=2[O:23][CH2:22]1, predict the reactants needed to synthesize it. (7) Given the product [Cl:1][C:2]1[N:3]=[C:4]([CH2:14][CH2:13][CH2:12][NH2:15])[C:5]2[S:10][CH2:9][CH2:8][C:6]=2[N:7]=1, predict the reactants needed to synthesize it. The reactants are: [Cl:1][C:2]1[N:3]=[C:4](Cl)[C:5]2[S:10][CH:9]=[CH:8][C:6]=2[N:7]=1.[CH2:12]([NH2:15])[CH2:13][CH3:14].C(N(C(C)C)C(C)C)C.